Dataset: Reaction yield outcomes from USPTO patents with 853,638 reactions. Task: Predict the reaction yield, written as a fraction of the theoretical maximum amount of product (1.0 means a 100% yield; for example, 0.34 means a 34% yield). (1) The product is [NH2:1][C:4]1[CH:5]=[CH:6][C:7]([C:10]2[O:11][C:12]3[C:13](=[C:15]([C:19]([NH2:21])=[O:20])[CH:16]=[CH:17][CH:18]=3)[N:14]=2)=[CH:8][CH:9]=1. The reactants are [N+:1]([C:4]1[CH:9]=[CH:8][C:7]([C:10]2[O:11][C:12]3[C:13](=[C:15]([C:19]([NH2:21])=[O:20])[CH:16]=[CH:17][CH:18]=3)[N:14]=2)=[CH:6][CH:5]=1)([O-])=O. The catalyst is CO.[Ni]. The yield is 0.630. (2) The reactants are [CH:1]1([C:7]2[CH:43]=[CH:42][C:10]([CH2:11][N:12]([C:28]3[CH:29]=[C:30]([P:34](=[O:41])([O:38]CC)[O:35]CC)[CH:31]=[CH:32][CH:33]=3)[C:13](=[O:27])[C:14]3[CH:19]=[CH:18][C:17]([O:20][C:21]4[CH:26]=[CH:25][CH:24]=[CH:23][CH:22]=4)=[CH:16][CH:15]=3)=[CH:9][CH:8]=2)[CH2:6][CH2:5][CH2:4][CH2:3][CH2:2]1. The catalyst is CCCCCC.CCOC(C)=O. The product is [CH:1]1([C:7]2[CH:8]=[CH:9][C:10]([CH2:11][N:12]([C:28]3[CH:29]=[C:30]([P:34](=[O:35])([OH:41])[OH:38])[CH:31]=[CH:32][CH:33]=3)[C:13](=[O:27])[C:14]3[CH:19]=[CH:18][C:17]([O:20][C:21]4[CH:26]=[CH:25][CH:24]=[CH:23][CH:22]=4)=[CH:16][CH:15]=3)=[CH:42][CH:43]=2)[CH2:6][CH2:5][CH2:4][CH2:3][CH2:2]1. The yield is 0.550. (3) The reactants are [CH3:1][NH:2][C:3]1[CH:8]=[CH:7][N:6]=[CH:5][CH:4]=1.[N+:9]([C:12]1[CH:13]=[C:14]([CH:18]=[CH:19][CH:20]=1)[C:15](Cl)=[O:16])([O-:11])=[O:10].C(N(CC)C(C)C)(C)C.CN(C1C=CC=CN=1)C. The catalyst is ClCCl. The product is [CH3:1][N:2]([C:3]1[CH:8]=[CH:7][N:6]=[CH:5][CH:4]=1)[C:15](=[O:16])[C:14]1[CH:18]=[CH:19][CH:20]=[C:12]([N+:9]([O-:11])=[O:10])[CH:13]=1. The yield is 1.00. (4) The reactants are [Br:1][C:2]1[C:11]([C:12]([O:14][CH3:15])=[O:13])=[C:10]2[C:5]([NH:6][C:7]([CH3:18])([CH3:17])[C:8](=[O:16])[NH:9]2)=[CH:4][CH:3]=1.CI.[C:21](=O)([O-])[O-].C(OCC)(=O)C. The catalyst is CN(C)C=O.O. The product is [Br:1][C:2]1[C:11]([C:12]([O:14][CH3:15])=[O:13])=[C:10]2[C:5]([NH:6][C:7]([CH3:18])([CH3:17])[C:8](=[O:16])[N:9]2[CH3:21])=[CH:4][CH:3]=1. The yield is 0.830. (5) The product is [N:32]([CH2:12][C@H:13]1[CH2:22][CH2:21][C:20]2[C:15](=[C:16]([C:24]3[CH:29]=[CH:28][C:27]([Cl:30])=[CH:26][C:25]=3[Cl:31])[C:17]([F:23])=[CH:18][CH:19]=2)[O:14]1)=[N+:33]=[N-:34]. The yield is 0.860. The reactants are CC1C=CC(S(O[CH2:12][C@H:13]2[CH2:22][CH2:21][C:20]3[C:15](=[C:16]([C:24]4[CH:29]=[CH:28][C:27]([Cl:30])=[CH:26][C:25]=4[Cl:31])[C:17]([F:23])=[CH:18][CH:19]=3)[O:14]2)(=O)=O)=CC=1.[N-:32]=[N+:33]=[N-:34].[Na+]. The catalyst is CS(C)=O. (6) The yield is 0.580. The reactants are C(NC(C)C)(C)C.C([Li])CCC.[F:13][C:14]([F:27])([F:26])[S:15][C:16]1[CH:21]=[CH:20][C:19]([CH2:22][C:23]([OH:25])=[O:24])=[CH:18][CH:17]=1.I[CH2:29][CH:30]1[CH2:34][CH2:33][CH2:32][CH2:31]1. The catalyst is O1CCCC1.CN1CCCN(C)C1=O. The product is [CH:30]1([CH2:29][CH:22]([C:19]2[CH:18]=[CH:17][C:16]([S:15][C:14]([F:26])([F:13])[F:27])=[CH:21][CH:20]=2)[C:23]([OH:25])=[O:24])[CH2:34][CH2:33][CH2:32][CH2:31]1. (7) The reactants are [F:1][C:2]1[CH:3]=[C:4]([CH:8]=[CH:9][C:10]=1[O:11][CH3:12])[C:5]([OH:7])=O.O=C1N(P(Cl)(N2CCOC2=O)=O)CCO1.[NH2:28][C:29]1[CH:30]=[C:31]([CH:35]([NH:37][C:38]2[C:47]3[C:42](=[C:43]([C:48]([NH2:50])=[O:49])[CH:44]=[CH:45][CH:46]=3)[N:41]=[CH:40][N:39]=2)[CH3:36])[CH:32]=[CH:33][CH:34]=1.C(N(C(C)C)C(C)C)C. The catalyst is CN(C=O)C. The product is [F:1][C:2]1[CH:3]=[C:4]([CH:8]=[CH:9][C:10]=1[O:11][CH3:12])[C:5]([NH:28][C:29]1[CH:30]=[C:31]([CH:35]([NH:37][C:38]2[C:47]3[C:42](=[C:43]([C:48]([NH2:50])=[O:49])[CH:44]=[CH:45][CH:46]=3)[N:41]=[CH:40][N:39]=2)[CH3:36])[CH:32]=[CH:33][CH:34]=1)=[O:7]. The yield is 0.280. (8) The reactants are C1CCN2C(=NCCC2)CC1.[Br:12][C:13]1[CH:18]=[CH:17][C:16]([NH:19][C:20]2[C:21]([C:29]3[N:33](CCC#N)[N:32]=[N:31][N:30]=3)=[CH:22][N:23]([CH3:28])[C:24](=[O:27])[C:25]=2[CH3:26])=[C:15]([F:38])[CH:14]=1. The catalyst is C(Cl)Cl.C(OCC)(=O)C. The product is [Br:12][C:13]1[CH:18]=[CH:17][C:16]([NH:19][C:20]2[C:21]([C:29]3[NH:33][N:32]=[N:31][N:30]=3)=[CH:22][N:23]([CH3:28])[C:24](=[O:27])[C:25]=2[CH3:26])=[C:15]([F:38])[CH:14]=1. The yield is 0.770. (9) The reactants are S(S([O-])=O)([O-])=O.[Na+].[Na+].[CH3:9][O:10][C:11]1[C:18]([O:19][CH2:20][CH2:21][CH2:22][N:23]2[CH2:28][CH2:27][O:26][CH2:25][CH2:24]2)=[CH:17][C:14]([C:15]#[N:16])=[C:13]([N+:29]([O-])=O)[CH:12]=1.Cl.[OH-].[Na+]. The catalyst is O. The product is [NH2:29][C:13]1[CH:12]=[C:11]([O:10][CH3:9])[C:18]([O:19][CH2:20][CH2:21][CH2:22][N:23]2[CH2:24][CH2:25][O:26][CH2:27][CH2:28]2)=[CH:17][C:14]=1[C:15]#[N:16]. The yield is 0.990.